The task is: Predict the reaction yield, written as a fraction of the theoretical maximum amount of product (1.0 means a 100% yield; for example, 0.34 means a 34% yield).. This data is from Reaction yield outcomes from USPTO patents with 853,638 reactions. The reactants are C(O[CH:4](OCC)[C:5](=[NH:8])OC)C.[CH3:12][C:13]1[CH:14]=[CH:15][C:16]([CH2:19][NH2:20])=[CH:17][CH:18]=1. The catalyst is CO. The product is [CH3:12][C:13]1[CH:14]=[C:15]2[C:4](=[CH:17][CH:18]=1)[CH:5]=[N:8][C:19]([NH2:20])=[CH:16]2. The yield is 0.630.